From a dataset of Catalyst prediction with 721,799 reactions and 888 catalyst types from USPTO. Predict which catalyst facilitates the given reaction. (1) Reactant: OC(C(F)(F)F)=O.[N:8]1([CH2:14][C:15]2[N:16]=[N:17][C:18]3[C:19](=[C:21]([NH2:26])[N:22]=[C:23]([NH2:25])[N:24]=3)[N:20]=2)[CH2:13][CH2:12][NH:11][CH2:10][CH2:9]1.[F:27][C:28]([F:38])([F:37])[C:29]1[CH:36]=[CH:35][C:32]([CH2:33]Br)=[CH:31][CH:30]=1.C(=O)([O-])[O-].[K+].[K+].CC#N.O. Product: [F:27][C:28]([F:37])([F:38])[C:29]1[CH:36]=[CH:35][C:32]([CH2:33][N:11]2[CH2:12][CH2:13][N:8]([CH2:14][C:15]3[N:16]=[N:17][C:18]4[C:19](=[C:21]([NH2:26])[N:22]=[C:23]([NH2:25])[N:24]=4)[N:20]=3)[CH2:9][CH2:10]2)=[CH:31][CH:30]=1. The catalyst class is: 3. (2) Reactant: [NH:1]1[CH2:6][CH2:5][C:4](=[O:7])[CH2:3][CH2:2]1.C([O-])([O-])=O.[K+].[K+].[C:14]([O:18][C:19]([N:21]1[CH2:26][CH2:25][CH:24]([CH2:27][CH2:28]OS(C)(=O)=O)[CH2:23][CH2:22]1)=[O:20])([CH3:17])([CH3:16])[CH3:15].O. Product: [C:14]([O:18][C:19]([N:21]1[CH2:26][CH2:25][CH:24]([CH2:27][CH2:28][N:1]2[CH2:6][CH2:5][C:4](=[O:7])[CH2:3][CH2:2]2)[CH2:23][CH2:22]1)=[O:20])([CH3:17])([CH3:16])[CH3:15]. The catalyst class is: 210. (3) Reactant: [CH2:1]([O:8][C@H:9]([C@@H:29]([C@H:38]([CH2:51][O:52][CH2:53][C:54]1[CH:59]=[CH:58][CH:57]=[CH:56][CH:55]=1)[O:39]C(=O)C1C=CC([N+]([O-])=O)=CC=1)[O:30][CH2:31][C:32]1[CH:37]=[CH:36][CH:35]=[CH:34][CH:33]=1)[CH2:10][O:11][Si](C(C)(C)C)(C1C=CC=CC=1)C1C=CC=CC=1)[C:2]1[CH:7]=[CH:6][CH:5]=[CH:4][CH:3]=1.C[O-].[Na+].C(N(CC)CC)C.F.F.F.C(N(CC)CC)C. Product: [CH2:1]([O:8][C@H:9]([C@@H:29]([C@H:38]([CH2:51][O:52][CH2:53][C:54]1[CH:55]=[CH:56][CH:57]=[CH:58][CH:59]=1)[OH:39])[O:30][CH2:31][C:32]1[CH:33]=[CH:34][CH:35]=[CH:36][CH:37]=1)[CH2:10][OH:11])[C:2]1[CH:7]=[CH:6][CH:5]=[CH:4][CH:3]=1. The catalyst class is: 5.